This data is from NCI-60 drug combinations with 297,098 pairs across 59 cell lines. The task is: Regression. Given two drug SMILES strings and cell line genomic features, predict the synergy score measuring deviation from expected non-interaction effect. (1) Drug 1: CCC1(CC2CC(C3=C(CCN(C2)C1)C4=CC=CC=C4N3)(C5=C(C=C6C(=C5)C78CCN9C7C(C=CC9)(C(C(C8N6C)(C(=O)OC)O)OC(=O)C)CC)OC)C(=O)OC)O.OS(=O)(=O)O. Drug 2: C1=CC=C(C(=C1)C(C2=CC=C(C=C2)Cl)C(Cl)Cl)Cl. Cell line: SF-295. Synergy scores: CSS=-4.95, Synergy_ZIP=4.36, Synergy_Bliss=2.82, Synergy_Loewe=-2.35, Synergy_HSA=-2.57. (2) Drug 1: C1C(C(OC1N2C=C(C(=O)NC2=O)F)CO)O. Drug 2: C1=NC(=NC(=O)N1C2C(C(C(O2)CO)O)O)N. Cell line: RXF 393. Synergy scores: CSS=18.4, Synergy_ZIP=-4.84, Synergy_Bliss=-3.47, Synergy_Loewe=-0.941, Synergy_HSA=-0.691. (3) Drug 1: CC1=CC=C(C=C1)C2=CC(=NN2C3=CC=C(C=C3)S(=O)(=O)N)C(F)(F)F. Drug 2: CC1=C(C(=O)C2=C(C1=O)N3CC4C(C3(C2COC(=O)N)OC)N4)N. Cell line: SK-OV-3. Synergy scores: CSS=17.0, Synergy_ZIP=2.34, Synergy_Bliss=2.82, Synergy_Loewe=-24.7, Synergy_HSA=1.31.